From a dataset of Reaction yield outcomes from USPTO patents with 853,638 reactions. Predict the reaction yield, written as a fraction of the theoretical maximum amount of product (1.0 means a 100% yield; for example, 0.34 means a 34% yield). (1) The reactants are [CH3:1][O:2][C:3]1[C:14]2=[C:15]3[N:10]([CH2:11][CH2:12][CH2:13]2)[CH2:9][CH2:8][CH2:7][C:6]3=[CH:5][C:4]=1[CH:16]=[CH:17][C:18]1[S:22][C:21]([CH:23]=O)=[CH:20][CH:19]=1.[C:25]([C:27]1[C:28](=[C:43]([C:46]#[N:47])[C:44]#[N:45])[O:29][C:30]([C:37]2[CH:42]=[CH:41][CH:40]=[CH:39][CH:38]=2)([C:33]([F:36])([F:35])[F:34])[C:31]=1[CH3:32])#[N:26]. The catalyst is C(O)C.O1CCCC1. The product is [C:25]([C:27]1[C:28](=[C:43]([C:46]#[N:47])[C:44]#[N:45])[O:29][C:30]([C:37]2[CH:42]=[CH:41][CH:40]=[CH:39][CH:38]=2)([C:33]([F:36])([F:34])[F:35])[C:31]=1[CH:32]=[CH:23][C:21]1[S:22][C:18]([CH:17]=[CH:16][C:4]2[CH:5]=[C:6]3[C:15]4[N:10]([CH2:9][CH2:8][CH2:7]3)[CH2:11][CH2:12][CH2:13][C:14]=4[C:3]=2[O:2][CH3:1])=[CH:19][CH:20]=1)#[N:26]. The yield is 0.444. (2) The reactants are Cl[C:2]1[N:7]=[N:6][C:5]([N:8]2[CH2:13][CH2:12][NH:11][C@@H:10]([CH3:14])[CH2:9]2)=[C:4]2[CH:15]=[N:16][CH:17]=[CH:18][C:3]=12.[F:19][C:20]([F:31])([F:30])[C:21]1[CH:26]=[CH:25][C:24](B(O)O)=[CH:23][CH:22]=1.C(=O)([O-])[O-].[Na+].[Na+].C1(C)C=CC=CC=1. The catalyst is C(OCC)(=O)C.C1C=CC([P]([Pd]([P](C2C=CC=CC=2)(C2C=CC=CC=2)C2C=CC=CC=2)([P](C2C=CC=CC=2)(C2C=CC=CC=2)C2C=CC=CC=2)[P](C2C=CC=CC=2)(C2C=CC=CC=2)C2C=CC=CC=2)(C2C=CC=CC=2)C2C=CC=CC=2)=CC=1. The product is [CH3:14][C@@H:10]1[NH:11][CH2:12][CH2:13][N:8]([C:5]2[N:6]=[N:7][C:2]([C:24]3[CH:25]=[CH:26][C:21]([C:20]([F:31])([F:30])[F:19])=[CH:22][CH:23]=3)=[C:3]3[CH:18]=[CH:17][N:16]=[CH:15][C:4]=23)[CH2:9]1. The yield is 0.700. (3) The reactants are [Cl:1][C:2]1[C:7]([N+:8]([O-])=O)=[CH:6][C:5]([NH:11][S:12]([CH3:15])(=[O:14])=[O:13])=[C:4]([CH3:16])[CH:3]=1.[Cl-].[NH4+]. The catalyst is C(O)C.O.[Zn]. The product is [NH2:8][C:7]1[C:2]([Cl:1])=[CH:3][C:4]([CH3:16])=[C:5]([NH:11][S:12]([CH3:15])(=[O:14])=[O:13])[CH:6]=1. The yield is 0.960. (4) The product is [Cl:16][C:13]1[C:14](=[O:15])[C:9]([OH:8])=[CH:10][N:11]([CH3:17])[CH:12]=1. The reactants are C([O:8][C:9]1[C:14](=[O:15])[C:13]([Cl:16])=[CH:12][N:11]([CH3:17])[CH:10]=1)C1C=CC=CC=1. The yield is 0.766. The catalyst is Cl.C(O)C. (5) The reactants are [Cl:1][C:2]1[CH:3]=[C:4]([CH:8]=[CH:9][CH:10]=1)[C:5](Cl)=[O:6].[CH2:11]([NH:18][C:19]([C:21]1[S:25][C:24]([NH2:26])=[N:23][C:22]=1[CH3:27])=[O:20])[C:12]1[CH:17]=[CH:16][CH:15]=[CH:14][CH:13]=1. No catalyst specified. The product is [CH2:11]([NH:18][C:19]([C:21]1[S:25][C:24]([NH:26][C:5](=[O:6])[C:4]2[CH:8]=[CH:9][CH:10]=[C:2]([Cl:1])[CH:3]=2)=[N:23][C:22]=1[CH3:27])=[O:20])[C:12]1[CH:17]=[CH:16][CH:15]=[CH:14][CH:13]=1. The yield is 0.320. (6) The reactants are N(C(C)C)C(C)C.[Li]CCCC.[Br:13][C:14]1[CH:19]=[CH:18][C:17]([NH2:20])=[C:16]([F:21])[CH:15]=1.Cl[C:23]1[C:24]([C:31]([OH:33])=[O:32])=[CH:25][N:26]([CH3:30])[C:27](=[O:29])[CH:28]=1. The catalyst is C1COCC1. The product is [Br:13][C:14]1[CH:19]=[CH:18][C:17]([NH:20][C:23]2[C:24]([C:31]([OH:33])=[O:32])=[CH:25][N:26]([CH3:30])[C:27](=[O:29])[CH:28]=2)=[C:16]([F:21])[CH:15]=1. The yield is 0.770. (7) The reactants are [C:1]([O:5][CH:6]([C:11]1[C:12]([CH:36]([CH3:38])[CH3:37])=[N:13][C:14]2[C:15]([CH3:35])([CH3:34])[CH2:16][N:17](C(=O)C(F)(F)F)[CH2:18][C:19]=2[C:20]=1[C:21]1[CH:26]=[CH:25][C:24]([F:27])=[CH:23][CH:22]=1)[C:7]([O:9][CH3:10])=[O:8])([CH3:4])([CH3:3])[CH3:2].C([O-])([O-])=O.[K+].[K+]. The catalyst is CO.CCOCC. The product is [C:1]([O:5][CH:6]([C:11]1[C:12]([CH:36]([CH3:38])[CH3:37])=[N:13][C:14]2[C:15]([CH3:35])([CH3:34])[CH2:16][NH:17][CH2:18][C:19]=2[C:20]=1[C:21]1[CH:26]=[CH:25][C:24]([F:27])=[CH:23][CH:22]=1)[C:7]([O:9][CH3:10])=[O:8])([CH3:4])([CH3:3])[CH3:2]. The yield is 0.570.